This data is from Full USPTO retrosynthesis dataset with 1.9M reactions from patents (1976-2016). The task is: Predict the reactants needed to synthesize the given product. Given the product [F:20][C:18]1[CH:19]=[C:14]([C@@H:11]2[CH2:12][CH2:13][NH:8][CH2:9][C@H:10]2[C:22]2[CH:27]=[CH:26][C:25]([C:28]3[CH:33]=[CH:32][CH:31]=[CH:30][C:29]=3[CH2:34][CH2:35][CH2:36][O:37][CH3:38])=[CH:24][C:23]=2[CH3:39])[CH:15]=[C:16]([F:21])[CH:17]=1, predict the reactants needed to synthesize it. The reactants are: C(OC([N:8]1[CH2:13][CH2:12][C@@H:11]([C:14]2[CH:19]=[C:18]([F:20])[CH:17]=[C:16]([F:21])[CH:15]=2)[C@H:10]([C:22]2[CH:27]=[CH:26][C:25]([C:28]3[CH:33]=[CH:32][CH:31]=[CH:30][C:29]=3[CH2:34][CH2:35][CH2:36][O:37][CH3:38])=[CH:24][C:23]=2[CH3:39])[CH2:9]1)=O)(C)(C)C.Cl.